This data is from Forward reaction prediction with 1.9M reactions from USPTO patents (1976-2016). The task is: Predict the product of the given reaction. (1) The product is: [C:24]([OH:29])(=[O:28])[C:25]([OH:27])=[O:26].[CH3:1][C@H:2]1[N:7]2[C:8]3[C:9]([CH3:16])=[CH:10][CH:11]=[CH:12][C:13]=3[C:14]([CH3:15])=[C:6]2[CH2:5][NH:4][CH2:3]1. Given the reactants [CH3:1][C@H:2]1[N:7]2[C:8]3[C:9]([CH3:16])=[CH:10][CH:11]=[CH:12][C:13]=3[C:14]([CH3:15])=[C:6]2[C:5](=O)[NH:4][CH2:3]1.[H-].[Al+3].[Li+].[H-].[H-].[H-].[C:24]([OH:29])(=[O:28])[C:25]([OH:27])=[O:26], predict the reaction product. (2) Given the reactants F[C:2]1[CH:3]=[C:4]([CH:10]=[C:11]([N+:13]([O-:15])=[O:14])[CH:12]=1)[C:5]([O:7][CH2:8][CH3:9])=[O:6].[NH:16]1[CH2:21][CH2:20][O:19][CH2:18][CH2:17]1, predict the reaction product. The product is: [N:16]1([C:2]2[CH:3]=[C:4]([CH:10]=[C:11]([N+:13]([O-:15])=[O:14])[CH:12]=2)[C:5]([O:7][CH2:8][CH3:9])=[O:6])[CH2:21][CH2:20][O:19][CH2:18][CH2:17]1. (3) Given the reactants [C:1]1([CH2:7][C:8](Cl)=[O:9])[CH:6]=[CH:5][CH:4]=[CH:3][CH:2]=1.[CH3:11][C:12]1(C)[O:17]C(=O)[CH2:15][C:14](=O)[O:13]1.N1C=CC=CC=1, predict the reaction product. The product is: [O:9]=[C:8]([CH2:7][C:1]1[CH:6]=[CH:5][CH:4]=[CH:3][CH:2]=1)[CH2:11][C:12]([O:13][CH2:14][CH3:15])=[O:17].